From a dataset of Full USPTO retrosynthesis dataset with 1.9M reactions from patents (1976-2016). Predict the reactants needed to synthesize the given product. (1) The reactants are: O[C:2]1[CH:9]=[CH:8][C:5]([CH:6]=O)=[CH:4][CH:3]=1.[C:10](=[O:13])([O-])[O-].[K+].[K+].[I-].[K+].CN([CH:21]=[O:22])C. Given the product [CH2:6]([O:22][C:21]1[CH:8]=[CH:9][C:2]([CH:10]=[O:13])=[CH:3][CH:4]=1)[C:5]1[CH:8]=[CH:9][CH:2]=[CH:3][CH:4]=1, predict the reactants needed to synthesize it. (2) Given the product [C:1]([NH:4][C:5]1[S:6][C:7]([C:12]([O:14][CH2:15][CH3:16])=[O:13])=[C:8](/[CH:10]=[CH:49]/[C:48]2[CH:51]=[CH:52][C:45]([N+:42]([O-:44])=[O:43])=[CH:46][CH:47]=2)[N:9]=1)(=[O:3])[CH3:2], predict the reactants needed to synthesize it. The reactants are: [C:1]([NH:4][C:5]1[S:6][C:7]([C:12]([O:14][CH2:15][CH3:16])=[O:13])=[C:8]([CH2:10]Cl)[N:9]=1)(=[O:3])[CH3:2].C1(P(C2C=CC=CC=2)C2C=CC=CC=2)C=CC=CC=1.CC(C)([O-])C.[K+].[N+:42]([C:45]1[CH:52]=[CH:51][C:48]([CH:49]=O)=[CH:47][CH:46]=1)([O-:44])=[O:43]. (3) Given the product [F:1][C:2]1[CH:7]=[C:6]([NH:8][C:9]2[CH:10]=[N:11][C:12]([F:15])=[CH:13][CH:14]=2)[C:5]([NH2:16])=[CH:4][CH:3]=1, predict the reactants needed to synthesize it. The reactants are: [F:1][C:2]1[CH:3]=[CH:4][C:5]([N+:16]([O-])=O)=[C:6]([NH:8][C:9]2[CH:10]=[N:11][C:12]([F:15])=[CH:13][CH:14]=2)[CH:7]=1. (4) Given the product [NH2:28][C:8]1[N:7]=[C:6]([O:5][CH2:1][CH2:2][CH2:3][CH3:4])[N:14]=[C:13]2[C:9]=1[NH:10][C:11](=[O:26])[N:12]2[CH2:15][CH2:16][CH2:17][CH2:18][CH2:19][CH:20]1[CH2:25][CH2:24][N:23]([CH:30]([CH3:32])[CH3:31])[CH2:22][CH2:21]1, predict the reactants needed to synthesize it. The reactants are: [CH2:1]([O:5][C:6]1[N:14]=[C:13]2[C:9]([N:10]=[C:11]([O:26]C)[N:12]2[CH2:15][CH2:16][CH2:17][CH2:18][CH2:19][CH:20]2[CH2:25][CH2:24][NH:23][CH2:22][CH2:21]2)=[C:8]([NH2:28])[N:7]=1)[CH2:2][CH2:3][CH3:4].I[CH:30]([CH3:32])[CH3:31]. (5) The reactants are: [CH2:1]([C:4]1[CH:28]=[C:27]([C:29]2[S:30][C:31]3[CH2:37][CH2:36][CH2:35][CH2:34][C:32]=3[N:33]=2)[CH:26]=[CH:25][C:5]=1[O:6][CH2:7][CH2:8][CH2:9][O:10][C:11]1[CH:12]=[C:13]2[C:17](=[CH:18][CH:19]=1)[N:16]([CH2:20][C:21]([O:23]C)=[O:22])[CH:15]=[CH:14]2)[CH2:2][CH3:3].O[Li].O. Given the product [CH2:1]([C:4]1[CH:28]=[C:27]([C:29]2[S:30][C:31]3[CH2:37][CH2:36][CH2:35][CH2:34][C:32]=3[N:33]=2)[CH:26]=[CH:25][C:5]=1[O:6][CH2:7][CH2:8][CH2:9][O:10][C:11]1[CH:12]=[C:13]2[C:17](=[CH:18][CH:19]=1)[N:16]([CH2:20][C:21]([OH:23])=[O:22])[CH:15]=[CH:14]2)[CH2:2][CH3:3], predict the reactants needed to synthesize it. (6) Given the product [F:20][C:4]1[N:3]=[C:2]([NH:31][C:27]2[CH:28]=[C:29]3[C:24](=[CH:25][CH:26]=2)[CH2:23][N:22]([CH3:21])[CH2:30]3)[N:7]=[C:6]([NH:8][CH:9]2[CH:14]3[CH2:15][CH:11]([CH2:12][N:13]3[C:16](=[O:19])[CH:17]=[CH2:18])[CH2:10]2)[CH:5]=1, predict the reactants needed to synthesize it. The reactants are: Cl[C:2]1[N:7]=[C:6]([NH:8][CH:9]2[CH:14]3[CH2:15][CH:11]([CH2:12][N:13]3[C:16](=[O:19])[CH:17]=[CH2:18])[CH2:10]2)[CH:5]=[C:4]([F:20])[N:3]=1.[CH3:21][N:22]1[CH2:30][C:29]2[C:24](=[CH:25][CH:26]=[C:27]([NH2:31])[CH:28]=2)[CH2:23]1.C([O-])([O-])=O.[Cs+].[Cs+].CN(C1C(C2C(P(C3CCCCC3)C3CCCCC3)=CC=CC=2)=CC=CC=1)C. (7) Given the product [C:11]([C:13]1[CH:19]=[CH:18][C:16]([NH:17][C:1](=[O:6])[C:2](=[O:3])[CH3:4])=[CH:15][C:14]=1[C:20]([F:21])([F:22])[F:23])#[N:12], predict the reactants needed to synthesize it. The reactants are: [C:1]([OH:6])(=O)[C:2]([CH3:4])=[O:3].S(Cl)(Cl)=O.[C:11]([C:13]1[CH:19]=[CH:18][C:16]([NH2:17])=[CH:15][C:14]=1[C:20]([F:23])([F:22])[F:21])#[N:12]. (8) Given the product [Cl:1][C:2]1[CH:10]=[CH:9][CH:8]=[C:7]([CH3:11])[C:3]=1[C:4]([Cl:14])=[O:5], predict the reactants needed to synthesize it. The reactants are: [Cl:1][C:2]1[CH:10]=[CH:9][CH:8]=[C:7]([CH3:11])[C:3]=1[C:4](O)=[O:5].S(Cl)([Cl:14])=O.C(Cl)(=O)C(Cl)=O. (9) Given the product [Si:21]([O:28][CH2:29][CH:30]1[O:34][N:33]=[C:32]([C:35]2[CH:40]=[CH:39][C:38]([C:7]3[CH:6]=[CH:5][C:4]([N:9]4[CH2:13][C@H:12]([CH2:14][N:15]5[CH:19]=[CH:18][N:17]=[N:16]5)[O:11][C:10]4=[O:20])=[CH:3][C:2]=3[F:1])=[CH:37][C:36]=2[F:45])[CH2:31]1)([C:24]([CH3:27])([CH3:25])[CH3:26])([CH3:23])[CH3:22], predict the reactants needed to synthesize it. The reactants are: [F:1][C:2]1[CH:3]=[C:4]([N:9]2[CH2:13][C@H:12]([CH2:14][N:15]3[CH:19]=[CH:18][N:17]=[N:16]3)[O:11][C:10]2=[O:20])[CH:5]=[CH:6][C:7]=1I.[Si:21]([O:28][CH2:29][CH:30]1[O:34][N:33]=[C:32]([C:35]2[CH:40]=[CH:39][C:38]([Sn](C)(C)C)=[CH:37][C:36]=2[F:45])[CH2:31]1)([C:24]([CH3:27])([CH3:26])[CH3:25])([CH3:23])[CH3:22].